From a dataset of Forward reaction prediction with 1.9M reactions from USPTO patents (1976-2016). Predict the product of the given reaction. (1) Given the reactants Br[C:2]1[CH:3]=[C:4]([CH2:9][CH2:10][N:11]([CH2:26][C:27]2[CH:32]=[CH:31][C:30]([C:33]([CH3:36])([CH3:35])[CH3:34])=[CH:29][CH:28]=2)[C:12](=[O:25])[C:13]2[CH:18]=[C:17]([C:19]([F:22])([F:21])[F:20])[CH:16]=[C:15]([Cl:23])[C:14]=2[F:24])[CH:5]=[CH:6][C:7]=1[F:8].[CH2:37](B(O)O)[CH2:38][CH3:39], predict the reaction product. The product is: [C:33]([C:30]1[CH:31]=[CH:32][C:27]([CH2:26][N:11]([CH2:10][CH2:9][C:4]2[CH:5]=[CH:6][C:7]([F:8])=[C:2]([CH2:37][CH2:38][CH3:39])[CH:3]=2)[C:12](=[O:25])[C:13]2[CH:18]=[C:17]([C:19]([F:20])([F:21])[F:22])[CH:16]=[C:15]([Cl:23])[C:14]=2[F:24])=[CH:28][CH:29]=1)([CH3:34])([CH3:36])[CH3:35]. (2) Given the reactants [C:1]([C:3]1[CH:8]=[CH:7][C:6]([NH:9][C:10]2[C:18]([F:19])=[C:17]([F:20])[CH:16]=[CH:15][C:11]=2[C:12]([OH:14])=[O:13])=[C:5]([F:21])[CH:4]=1)#[CH:2], predict the reaction product. The product is: [CH2:1]([C:3]1[CH:8]=[CH:7][C:6]([NH:9][C:10]2[C:18]([F:19])=[C:17]([F:20])[CH:16]=[CH:15][C:11]=2[C:12]([OH:14])=[O:13])=[C:5]([F:21])[CH:4]=1)[CH3:2]. (3) Given the reactants [CH:1]1[C:6]2[CH2:7][CH2:8][CH2:9][C:5]=2[CH:4]=[C:3]([C:10](OCC)=[O:11])[N:2]=1.C1COCC1.[H-].[H-].[H-].[H-].[Li+].[Al+3].[OH-].[Na+], predict the reaction product. The product is: [CH:1]1[C:6]2[CH2:7][CH2:8][CH2:9][C:5]=2[CH:4]=[C:3]([CH2:10][OH:11])[N:2]=1. (4) Given the reactants [NH2:1][C:2]1[C:7]([Br:8])=[CH:6][C:5]([F:9])=[CH:4][C:3]=1[SH:10].CN1C(=O)CCC1.[CH3:18][C:19]([CH3:24])([CH3:23])[C:20](Cl)=O, predict the reaction product. The product is: [Br:8][C:7]1[C:2]2[N:1]=[C:18]([C:19]([CH3:24])([CH3:23])[CH3:20])[S:10][C:3]=2[CH:4]=[C:5]([F:9])[CH:6]=1. (5) The product is: [CH2:1]([O:3][C:4](=[O:24])[CH2:5][C:6]1[CH:11]=[CH:10][C:9]([O:12][CH3:13])=[C:8]([O:14][C:15]2[CH:20]=[CH:19][C:18]([Cl:21])=[CH:17][C:16]=2[CH2:22][N:27]2[C@H:26]([CH3:25])[C@H:30]([C:31]3[CH:36]=[CH:35][CH:34]=[CH:33][CH:32]=3)[O:29][C:28]2=[O:37])[CH:7]=1)[CH3:2]. Given the reactants [CH2:1]([O:3][C:4](=[O:24])[CH2:5][C:6]1[CH:11]=[CH:10][C:9]([O:12][CH3:13])=[C:8]([O:14][C:15]2[CH:20]=[CH:19][C:18]([Cl:21])=[CH:17][C:16]=2[CH2:22]Br)[CH:7]=1)[CH3:2].[CH3:25][C@@H:26]1[C@H:30]([C:31]2[CH:36]=[CH:35][CH:34]=[CH:33][CH:32]=2)[O:29][C:28](=[O:37])[NH:27]1, predict the reaction product. (6) Given the reactants [Mg].Br[CH:3]([CH3:5])[CH3:4].[CH:6]1[C:15]2[C:10](=[CH:11][CH:12]=[CH:13][CH:14]=2)[CH:9]=[CH:8][C:7]=1[C:16]#N.S(=O)(=O)(O)[OH:19], predict the reaction product. The product is: [CH:3]([C:16]([C:7]1[CH:8]=[CH:9][C:10]2[C:15](=[CH:14][CH:13]=[CH:12][CH:11]=2)[CH:6]=1)=[O:19])([CH3:5])[CH3:4]. (7) Given the reactants [NH2:1][C:2]1[CH:3]=[CH:4][C:5]([N:11]2[CH2:16][CH2:15][N:14]([C:17](=[O:19])[CH3:18])[CH2:13][CH2:12]2)=[N:6][C:7]=1[O:8][CH2:9][CH3:10].[CH3:20][C:21]1([CH3:34])[NH:26][C:25](=[O:27])[C:24]2[C:28]([C:31]([OH:33])=O)=[CH:29][O:30][C:23]=2[CH2:22]1.[O:35]=[C:36]1C2C(C(O)=O)=COC=2CCN1, predict the reaction product. The product is: [C:17]([N:14]1[CH2:13][CH2:12][N:11]([C:5]2[N:6]=[C:7]([O:8][CH:9]3[CH2:36][O:35][CH2:10]3)[C:2]([NH:1][C:31]([C:28]3[C:24]4[C:25](=[O:27])[NH:26][C:21]([CH3:20])([CH3:34])[CH2:22][C:23]=4[O:30][CH:29]=3)=[O:33])=[CH:3][CH:4]=2)[CH2:16][CH2:15]1)(=[O:19])[CH3:18]. (8) The product is: [C:14]1([CH:11]([C:9]2[N:8]=[CH:7][NH:6][CH:10]=2)[CH2:12][CH3:13])[CH:15]=[CH:16][CH:17]=[CH:18][CH:19]=1. Given the reactants CN(C)S([N:6]1[CH:10]=[C:9]([CH:11]([C:14]2[CH:19]=[CH:18][CH:17]=[CH:16][CH:15]=2)[CH2:12][CH3:13])[N:8]=[C:7]1[Si](C(C)(C)C)(C)C)(=O)=O.N, predict the reaction product.